This data is from NCI-60 drug combinations with 297,098 pairs across 59 cell lines. The task is: Regression. Given two drug SMILES strings and cell line genomic features, predict the synergy score measuring deviation from expected non-interaction effect. (1) Drug 1: C1C(C(OC1N2C=NC3=C(N=C(N=C32)Cl)N)CO)O. Drug 2: C1CN1C2=NC(=NC(=N2)N3CC3)N4CC4. Cell line: IGROV1. Synergy scores: CSS=32.7, Synergy_ZIP=-4.34, Synergy_Bliss=-0.600, Synergy_Loewe=2.20, Synergy_HSA=3.51. (2) Drug 1: CC1=CC=C(C=C1)C2=CC(=NN2C3=CC=C(C=C3)S(=O)(=O)N)C(F)(F)F. Drug 2: CS(=O)(=O)CCNCC1=CC=C(O1)C2=CC3=C(C=C2)N=CN=C3NC4=CC(=C(C=C4)OCC5=CC(=CC=C5)F)Cl. Cell line: IGROV1. Synergy scores: CSS=13.2, Synergy_ZIP=-8.37, Synergy_Bliss=0.818, Synergy_Loewe=-15.5, Synergy_HSA=-3.96. (3) Drug 1: C1=CN(C(=O)N=C1N)C2C(C(C(O2)CO)O)O.Cl. Drug 2: CCC(=C(C1=CC=CC=C1)C2=CC=C(C=C2)OCCN(C)C)C3=CC=CC=C3.C(C(=O)O)C(CC(=O)O)(C(=O)O)O. Cell line: DU-145. Synergy scores: CSS=16.9, Synergy_ZIP=-2.09, Synergy_Bliss=-5.19, Synergy_Loewe=-26.1, Synergy_HSA=-4.80. (4) Drug 1: C1CN1P(=S)(N2CC2)N3CC3. Drug 2: CC1=C(C(CCC1)(C)C)C=CC(=CC=CC(=CC(=O)O)C)C. Cell line: MOLT-4. Synergy scores: CSS=58.5, Synergy_ZIP=0.382, Synergy_Bliss=-0.570, Synergy_Loewe=-16.9, Synergy_HSA=0.382.